This data is from Full USPTO retrosynthesis dataset with 1.9M reactions from patents (1976-2016). The task is: Predict the reactants needed to synthesize the given product. (1) The reactants are: FC(F)(F)C(O)=O.[F:8][C:9]([F:24])([F:23])[C:10]([N:12]1[CH2:17][C:16]2([CH2:22][CH2:21][NH:20][CH2:19][CH2:18]2)[O:15][CH2:14][CH2:13]1)=[O:11].[CH:25]1([N:31]([CH2:47][CH2:48][N:49]([CH2:57][CH2:58][C:59]2[C:64]3[O:65][CH2:66][C:67](=[O:69])[NH:68][C:63]=3[C:62]([OH:70])=[CH:61][CH:60]=2)[C:50](=[O:56])[O:51][C:52]([CH3:55])([CH3:54])[CH3:53])[C:32](=[O:46])[CH2:33][CH2:34][O:35][CH2:36][CH2:37][C:38]2[CH:43]=[CH:42][CH:41]=[C:40]([CH:44]=O)[CH:39]=2)[CH2:30][CH2:29][CH2:28][CH2:27][CH2:26]1.C(O[BH-](OC(=O)C)OC(=O)C)(=O)C.[Na+].[BH4-].[Na+].C(=O)(O)[O-].[Na+]. Given the product [CH:25]1([N:31]([CH2:47][CH2:48][N:49]([CH2:57][CH2:58][C:59]2[C:64]3[O:65][CH2:66][C:67](=[O:69])[NH:68][C:63]=3[C:62]([OH:70])=[CH:61][CH:60]=2)[C:50](=[O:56])[O:51][C:52]([CH3:54])([CH3:53])[CH3:55])[C:32](=[O:46])[CH2:33][CH2:34][O:35][CH2:36][CH2:37][C:38]2[CH:43]=[CH:42][CH:41]=[C:40]([CH2:44][N:20]3[CH2:21][CH2:22][C:16]4([O:15][CH2:14][CH2:13][N:12]([C:10](=[O:11])[C:9]([F:8])([F:23])[F:24])[CH2:17]4)[CH2:18][CH2:19]3)[CH:39]=2)[CH2:30][CH2:29][CH2:28][CH2:27][CH2:26]1, predict the reactants needed to synthesize it. (2) Given the product [CH2:1]([O:3][C:4]([C:6]1[C:7]2[C:22](=[O:23])[CH2:21][CH:20]([CH3:24])[CH2:19][CH2:18][C:8]=2[NH:9][CH:10]=1)=[O:5])[CH3:2], predict the reactants needed to synthesize it. The reactants are: [CH2:1]([O:3][C:4]([C:6]1[C:7]2[C:22](=[O:23])[CH2:21][CH:20]([CH3:24])[CH2:19][CH2:18][C:8]=2[N:9](C(OC(C)(C)C)=O)[CH:10]=1)=[O:5])[CH3:2]. (3) Given the product [Cl:1][C:2]1[CH:8]=[C:7]([C:9]#[N:10])[CH:6]=[CH:5][C:3]=1[NH:4][C:21]([NH:32][C:33]1([CH2:42][OH:43])[CH2:34][C:35]2[C:40](=[CH:39][CH:38]=[CH:37][CH:36]=2)[CH2:41]1)=[O:23], predict the reactants needed to synthesize it. The reactants are: [Cl:1][C:2]1[CH:8]=[C:7]([C:9]#[N:10])[CH:6]=[CH:5][C:3]=1[NH2:4].C(N(CC)C(C)C)(C)C.Cl[C:21](Cl)([O:23]C(=O)OC(Cl)(Cl)Cl)Cl.[NH2:32][C:33]1([CH2:42][OH:43])[CH2:41][C:40]2[C:35](=[CH:36][CH:37]=[CH:38][CH:39]=2)[CH2:34]1. (4) Given the product [Cl:1][C:2]1[CH:3]=[C:4]2[C:9](=[CH:10][C:11]=1[C:12]([C:63]1([C:61]3[CH:60]=[N:59][N:58]([CH3:57])[CH:62]=3)[NH:67][CH2:66][CH2:65][S:64]1)=[O:14])[N:8]=[CH:7][N:6]=[C:5]2[NH:15][C@H:16]([C:18]1[NH:22][C:21]2[CH:23]=[CH:24][C:25]([Cl:27])=[CH:26][C:20]=2[N:19]=1)[CH3:17], predict the reactants needed to synthesize it. The reactants are: [Cl:1][C:2]1[CH:3]=[C:4]2[C:9](=[CH:10][C:11]=1[C:12]([OH:14])=O)[N:8]=[CH:7][N:6]=[C:5]2[NH:15][C@H:16]([C:18]1[NH:22][C:21]2[CH:23]=[CH:24][C:25]([Cl:27])=[CH:26][C:20]=2[N:19]=1)[CH3:17].CN(C(ON1N=NC2C=CC=CC1=2)=[N+](C)C)C.[B-](F)(F)(F)F.CN1CCOCC1.[CH3:57][N:58]1[CH:62]=[C:61]([CH:63]2[NH:67][CH2:66][CH2:65][S:64]2)[CH:60]=[N:59]1. (5) Given the product [ClH:36].[NH:1]1[C:9]2[C:4](=[CH:5][CH:6]=[C:7]([C:10]([NH:12][C@@H:13]([C:21]([N:23]3[CH2:28][CH2:27][CH:26]([CH:29]4[CH2:30][CH2:31][N:32]([CH3:35])[CH2:33][CH2:34]4)[CH2:25][CH2:24]3)=[O:22])[CH2:14][C:15]3[CH:16]=[N:17][CH:18]=[CH:19][CH:20]=3)=[O:11])[CH:8]=2)[CH:3]=[CH:2]1, predict the reactants needed to synthesize it. The reactants are: [NH:1]1[C:9]2[C:4](=[CH:5][CH:6]=[C:7]([C:10]([NH:12][C@@H:13]([C:21]([N:23]3[CH2:28][CH2:27][CH:26]([CH:29]4[CH2:34][CH2:33][N:32]([CH3:35])[CH2:31][CH2:30]4)[CH2:25][CH2:24]3)=[O:22])[CH2:14][C:15]3[CH:16]=[N:17][CH:18]=[CH:19][CH:20]=3)=[O:11])[CH:8]=2)[CH:3]=[CH:2]1.[ClH:36]. (6) Given the product [CH3:34][O:33][C:30]1[CH:29]=[CH:28][C:27]([N:11]2[C:12]3([CH2:15][CH2:16][NH:17][CH2:18][CH2:19]3)[C:13](=[O:14])[N:9]([CH2:8][C:7]3[CH:6]=[C:5]([CH:37]=[CH:36][CH:35]=3)[C:3]([O:2][CH3:1])=[O:4])[CH2:10]2)=[CH:32][CH:31]=1, predict the reactants needed to synthesize it. The reactants are: [CH3:1][O:2][C:3]([C:5]1[CH:6]=[C:7]([CH:35]=[CH:36][CH:37]=1)[CH2:8][N:9]1[C:13](=[O:14])[C:12]2([CH2:19][CH2:18][N:17](C(OC(C)(C)C)=O)[CH2:16][CH2:15]2)[N:11]([C:27]2[CH:32]=[CH:31][C:30]([O:33][CH3:34])=[CH:29][CH:28]=2)[CH2:10]1)=[O:4].Cl. (7) Given the product [C:21]1([NH:28][C:18]([C:16]2[CH:15]=[CH:14][C:12]3[NH:13][C:9]([C:6]4[CH:5]=[CH:4][C:3]([C:1]#[N:2])=[CH:8][CH:7]=4)=[N:10][C:11]=3[CH:17]=2)=[O:19])[CH:26]=[CH:25][C:24]([NH:27][C:18]([C:16]2[CH:15]=[CH:14][C:12]3[NH:13][C:9]([C:6]4[CH:5]=[CH:4][C:3]([C:1]#[N:2])=[CH:8][CH:7]=4)=[N:10][C:11]=3[CH:17]=2)=[O:19])=[CH:23][CH:22]=1, predict the reactants needed to synthesize it. The reactants are: [C:1]([C:3]1[CH:8]=[CH:7][C:6]([C:9]2[NH:10][C:11]3[CH:17]=[C:16]([C:18](O)=[O:19])[CH:15]=[CH:14][C:12]=3[N:13]=2)=[CH:5][CH:4]=1)#[N:2].[C:21]1([NH2:28])[CH:26]=[CH:25][C:24]([NH2:27])=[CH:23][CH:22]=1.